Dataset: NCI-60 drug combinations with 297,098 pairs across 59 cell lines. Task: Regression. Given two drug SMILES strings and cell line genomic features, predict the synergy score measuring deviation from expected non-interaction effect. Drug 1: C1=CC(=CC=C1CCC2=CNC3=C2C(=O)NC(=N3)N)C(=O)NC(CCC(=O)O)C(=O)O. Drug 2: C1=NC2=C(N1)C(=S)N=CN2. Cell line: SR. Synergy scores: CSS=34.0, Synergy_ZIP=-13.3, Synergy_Bliss=-23.8, Synergy_Loewe=-22.7, Synergy_HSA=-19.9.